From a dataset of Reaction yield outcomes from USPTO patents with 853,638 reactions. Predict the reaction yield, written as a fraction of the theoretical maximum amount of product (1.0 means a 100% yield; for example, 0.34 means a 34% yield). (1) The reactants are [F:1][C:2]([F:20])([F:19])[C:3]1[CH:8]=[CH:7][N:6]=[C:5]([NH:9][C:10](=[O:18])OC2C=CC=CC=2)[CH:4]=1.[NH2:21][CH:22]([CH2:27][CH:28]=[CH2:29])[C:23]([O:25][CH3:26])=[O:24]. The yield is 0.450. The product is [F:20][C:2]([F:1])([F:19])[C:3]1[CH:8]=[CH:7][N:6]=[C:5]([NH:9][C:10]([NH:21][CH:22]([CH2:27][CH:28]=[CH2:29])[C:23]([O:25][CH3:26])=[O:24])=[O:18])[CH:4]=1. The catalyst is O1CCOCC1. (2) The catalyst is CC(O)=O.O. The yield is 0.470. The product is [CH:1]1([NH:4][C:5]([NH:7][C:8]2[CH:13]=[CH:12][C:11]([O:14][C:15]3[CH:20]=[CH:19][N:18]=[C:17]4[CH:21]=[C:22]([C:24]5[N:25]=[CH:26][N:27]([CH2:29][CH:30]=[O:31])[CH:28]=5)[S:23][C:16]=34)=[C:10]([F:37])[CH:9]=2)=[O:6])[CH2:2][CH2:3]1. The reactants are [CH:1]1([NH:4][C:5]([NH:7][C:8]2[CH:13]=[CH:12][C:11]([O:14][C:15]3[CH:20]=[CH:19][N:18]=[C:17]4[CH:21]=[C:22]([C:24]5[N:25]=[CH:26][N:27]([CH2:29][CH:30](OCC)[O:31]CC)[CH:28]=5)[S:23][C:16]=34)=[C:10]([F:37])[CH:9]=2)=[O:6])[CH2:3][CH2:2]1.Cl. (3) The reactants are Br[C:2]1[CH:3]=[C:4]([C:8]([OH:10])=[O:9])[CH:5]=[CH:6][CH:7]=1.CCN(C(C)C)C(C)C.[CH3:20][O:21][C:22]1[CH:27]=[CH:26][C:25]([SH:28])=[CH:24][CH:23]=1. The catalyst is C1C=CC(/C=C/C(/C=C/C2C=CC=CC=2)=O)=CC=1.C1C=CC(/C=C/C(/C=C/C2C=CC=CC=2)=O)=CC=1.C1C=CC(/C=C/C(/C=C/C2C=CC=CC=2)=O)=CC=1.[Pd].[Pd].CC1(C)C2C(=C(P(C3C=CC=CC=3)C3C=CC=CC=3)C=CC=2)OC2C(P(C3C=CC=CC=3)C3C=CC=CC=3)=CC=CC1=2.O1CCOCC1. The product is [CH3:20][O:21][C:22]1[CH:27]=[CH:26][C:25]([S:28][C:2]2[CH:3]=[C:4]([C:8]([OH:10])=[O:9])[CH:5]=[CH:6][CH:7]=2)=[CH:24][CH:23]=1. The yield is 0.830.